This data is from Reaction yield outcomes from USPTO patents with 853,638 reactions. The task is: Predict the reaction yield, written as a fraction of the theoretical maximum amount of product (1.0 means a 100% yield; for example, 0.34 means a 34% yield). The product is [CH3:19][O:20][C:21](=[O:37])[CH2:22][CH2:23][CH2:24][C:25]#[C:26][CH2:27][N:28]1[CH:29](/[CH:35]=[CH:5]/[C:4](=[O:3])[CH2:12][C:13]2[CH:14]=[CH:15][CH:16]=[CH:17][CH:18]=2)[CH2:30][CH2:31][CH2:32][C:33]1=[O:34]. The reactants are [H-].[Na+].[O:3]=[C:4]([CH2:12][C:13]1[CH:18]=[CH:17][CH:16]=[CH:15][CH:14]=1)[CH2:5]P(=O)(OC)OC.[CH3:19][O:20][C:21](=[O:37])[CH2:22][CH2:23][CH2:24][C:25]#[C:26][CH2:27][N:28]1[C:33](=[O:34])[CH2:32][CH2:31][CH2:30][CH:29]1[CH:35]=O. The yield is 0.210. The catalyst is C1COCC1.